From a dataset of Peptide-MHC class II binding affinity with 134,281 pairs from IEDB. Regression. Given a peptide amino acid sequence and an MHC pseudo amino acid sequence, predict their binding affinity value. This is MHC class II binding data. (1) The binding affinity (normalized) is 0.525. The MHC is HLA-DQA10501-DQB10402 with pseudo-sequence HLA-DQA10501-DQB10402. The peptide sequence is VIDAMCHATLTYRML. (2) The peptide sequence is TDGVATVDQQFSTTH. The MHC is DRB1_0101 with pseudo-sequence DRB1_0101. The binding affinity (normalized) is 0.431. (3) The peptide sequence is VSSHNHIPGYKVQTN. The MHC is DRB1_0404 with pseudo-sequence DRB1_0404. The binding affinity (normalized) is 0.258. (4) The peptide sequence is IRAWVAWRAHC. The MHC is H-2-IAd with pseudo-sequence H-2-IAd. The binding affinity (normalized) is 0.593. (5) The peptide sequence is AAATAGTTVYSAFAA. The MHC is HLA-DQA10501-DQB10301 with pseudo-sequence HLA-DQA10501-DQB10301. The binding affinity (normalized) is 0.672. (6) The peptide sequence is TDIAEMGANLCVERV. The MHC is DRB1_1101 with pseudo-sequence DRB1_1101. The binding affinity (normalized) is 0.190. (7) The peptide sequence is YTVFETALKKAITAM. The MHC is DRB5_0101 with pseudo-sequence DRB5_0101. The binding affinity (normalized) is 0.853. (8) The peptide sequence is STNIRQAGVQYSR. The MHC is DRB1_0401 with pseudo-sequence DRB1_0401. The binding affinity (normalized) is 0.980. (9) The MHC is DRB1_1501 with pseudo-sequence DRB1_1501. The binding affinity (normalized) is 0.265. The peptide sequence is GELQIVDKIDAEFKI.